This data is from NCI-60 drug combinations with 297,098 pairs across 59 cell lines. The task is: Regression. Given two drug SMILES strings and cell line genomic features, predict the synergy score measuring deviation from expected non-interaction effect. (1) Drug 1: COC1=C(C=C2C(=C1)N=CN=C2NC3=CC(=C(C=C3)F)Cl)OCCCN4CCOCC4. Drug 2: CC(C)(C#N)C1=CC(=CC(=C1)CN2C=NC=N2)C(C)(C)C#N. Cell line: EKVX. Synergy scores: CSS=29.0, Synergy_ZIP=0.848, Synergy_Bliss=-0.0408, Synergy_Loewe=-0.279, Synergy_HSA=0.599. (2) Drug 1: C1CN1C2=NC(=NC(=N2)N3CC3)N4CC4. Drug 2: C1C(C(OC1N2C=NC(=NC2=O)N)CO)O. Cell line: SNB-75. Synergy scores: CSS=17.8, Synergy_ZIP=-6.02, Synergy_Bliss=3.40, Synergy_Loewe=2.07, Synergy_HSA=3.16. (3) Drug 1: CC1=C(C(CCC1)(C)C)C=CC(=CC=CC(=CC(=O)O)C)C. Drug 2: CCC(=C(C1=CC=CC=C1)C2=CC=C(C=C2)OCCN(C)C)C3=CC=CC=C3.C(C(=O)O)C(CC(=O)O)(C(=O)O)O. Cell line: NCI/ADR-RES. Synergy scores: CSS=-2.21, Synergy_ZIP=9.55, Synergy_Bliss=6.41, Synergy_Loewe=5.45, Synergy_HSA=-0.571. (4) Drug 1: CCN(CC)CCCC(C)NC1=C2C=C(C=CC2=NC3=C1C=CC(=C3)Cl)OC. Drug 2: C1CN(CCN1C(=O)CCBr)C(=O)CCBr. Cell line: M14. Synergy scores: CSS=9.18, Synergy_ZIP=-6.90, Synergy_Bliss=-6.38, Synergy_Loewe=-5.84, Synergy_HSA=-5.35. (5) Drug 1: CC1=C2C(C(=O)C3(C(CC4C(C3C(C(C2(C)C)(CC1OC(=O)C(C(C5=CC=CC=C5)NC(=O)OC(C)(C)C)O)O)OC(=O)C6=CC=CC=C6)(CO4)OC(=O)C)O)C)O. Synergy scores: CSS=24.9, Synergy_ZIP=-5.29, Synergy_Bliss=-5.46, Synergy_Loewe=-17.5, Synergy_HSA=-3.05. Cell line: SF-268. Drug 2: C1CCC(C(C1)N)N.C(=O)(C(=O)[O-])[O-].[Pt+4]. (6) Drug 1: C1=NC(=NC(=O)N1C2C(C(C(O2)CO)O)O)N. Drug 2: N.N.Cl[Pt+2]Cl. Cell line: OVCAR-5. Synergy scores: CSS=57.1, Synergy_ZIP=-7.57, Synergy_Bliss=-1.49, Synergy_Loewe=1.96, Synergy_HSA=3.78. (7) Drug 1: C1=CC(=CC=C1CC(C(=O)O)N)N(CCCl)CCCl.Cl. Drug 2: CCCCC(=O)OCC(=O)C1(CC(C2=C(C1)C(=C3C(=C2O)C(=O)C4=C(C3=O)C=CC=C4OC)O)OC5CC(C(C(O5)C)O)NC(=O)C(F)(F)F)O. Cell line: PC-3. Synergy scores: CSS=8.90, Synergy_ZIP=-3.90, Synergy_Bliss=2.59, Synergy_Loewe=3.14, Synergy_HSA=2.31. (8) Drug 1: CC1=C2C(C(=O)C3(C(CC4C(C3C(C(C2(C)C)(CC1OC(=O)C(C(C5=CC=CC=C5)NC(=O)OC(C)(C)C)O)O)OC(=O)C6=CC=CC=C6)(CO4)OC(=O)C)OC)C)OC. Drug 2: CS(=O)(=O)OCCCCOS(=O)(=O)C. Cell line: SK-MEL-5. Synergy scores: CSS=29.2, Synergy_ZIP=-0.0256, Synergy_Bliss=-0.634, Synergy_Loewe=-15.0, Synergy_HSA=-1.90.